From a dataset of Drug-target binding data from BindingDB using IC50 measurements. Regression. Given a target protein amino acid sequence and a drug SMILES string, predict the binding affinity score between them. We predict pIC50 (pIC50 = -log10(IC50 in M); higher means more potent). Dataset: bindingdb_ic50. (1) The small molecule is O=C(O)CCNC(=O)c1ncc2c(cc(-c3ccccc3)c(=O)n2Cc2ccccc2)c1O. The target protein (Q9GZT9) has sequence MANDSGGPGGPSPSERDRQYCELCGKMENLLRCSRCRSSFYCCKEHQRQDWKKHKLVCQGSEGALGHGVGPHQHSGPAPPAAVPPPRAGAREPRKAAARRDNASGDAAKGKVKAKPPADPAAAASPCRAAAGGQGSAVAAEAEPGKEEPPARSSLFQEKANLYPPSNTPGDALSPGGGLRPNGQTKPLPALKLALEYIVPCMNKHGICVVDDFLGKETGQQIGDEVRALHDTGKFTDGQLVSQKSDSSKDIRGDKITWIEGKEPGCETIGLLMSSMDDLIRHCNGKLGSYKINGRTKAMVACYPGNGTGYVRHVDNPNGDGRCVTCIYYLNKDWDAKVSGGILRIFPEGKAQFADIEPKFDRLLFFWSDRRNPHEVQPAYATRYAITVWYFDADERARAKVKYLTGEKGVRVELNKPSDSVGKDVF. The pIC50 is 3.9. (2) The pIC50 is 5.5. The target protein sequence is MDYNMDYAPHEVISQQGERFVDKYVDRKILKNKKSLLVIISLSVLSVVGFVLFYFTPNSRKSDLFKNSSVENNNDDYIINSLLKSPNGKKFIVSKIDEALSFYDSKKNDINKYNEGNNNNNADFKGLSLFKENTPSNNFIHNKDYFINFFDNKFLMNNAEHINQFYMFIKTNNKQYNSPNEMKERFQVFLQNAHKVNMHNNNKNSLYKKELNRFADLTYHEFKNKYLSLRSSKPLKNSKYLLDQMNYEEVIKKYRGEENFDHAAYDWRLHSGVTPVKDQKNCGSCWAFSSIGSVESQYAIRKNKLITLSEQELVDCSFKNYGCNGGLINNAFEDMIELGGICPDGDYPYVSDAPNLCNIDRCTEKYGIKNYLSVPDNKLKEALRFLGPISISVAVSDDFAFYKEGIFDGECGDELNHAVMLVGFGMKEIVNPLTKKGEKHYYYIIKNSWGQQWGERGFINIETDESGLMRKCGLGTDAFIPLIE. The drug is O=C(Nc1ccc(Cl)cc1)Nc1ccc(C(=O)/C=C/c2cccnc2)cc1. (3) The small molecule is Cn1c2ccccc2c2c1cc(C#N)c(=O)n2-c1ccc([N+](=O)[O-])cc1. The target protein sequence is PISPIEPVPVKLKPGMDGPKVKQWPLTEEKIKALVEICTEMEKEGKISKIGPENPYNTPVFAIKKKDSTRWRKLVDFRELNKRTQDFWEVQLGIPHPAGLKKKRSVTVLDVGDAYFSVPLDKEFRKYTAFTIPSINNETPGIRYQYNVLPQGWKGSPAIFQSSMTKILEPFRKQNPDIVIYQYMDDLYVGSDLEIGQHRTKIEELRQHLLKWGFTTPDKKHQKEPPFLWMGYEHHPDKWTVQPIVLPEKDSWTVNDIQK. The pIC50 is 6.0. (4) The small molecule is CO[C@]1(C)CC[C@]2(CC1)NC(=O)C(c1cc(-c3ccc(Cl)cc3)ccc1C)=C2O. The target protein sequence is LDLLEEKEGSLSPASVGSDTLSDLGISSLQDGLALHIRSSMSGLHLVKQGRDRKKIDSQRDFTVASPAEFVTRFGGNKVIEKVLIANNGIAAVKCMRSIRRWSYEMFRNERAIRFVVMVTPEDLKANAEYIKMADHYVPVPGGPNNNNYANVELILDIAKRIPVQAVWAGWGHASENPKLPELLLKNGIAFMGPPSQAMWALGDKIASSIVAQTAGIPTLPWSGSGLRVDWQENDFSKRILNVPQELYEKGYVKDVDDGLQAAEEVGYPVMIKASEGGGGKGIRKVNNADDFPNLFRQVQAEVPGSPIFVMRLAKQSRHLEVQILADQYGNAISLFGRDCSVQRRHQKIIEEAPATIATPAVFEHMEQCAVKLAKMVGYVSAGTVEYLYSQDGSFYFLELNPRLQVEHPCTEMVADVNLPAAQLQIAMGIPLYRIKDIRMMYGVSPWGDSPIDFEDSAHVPCPRGHVIAARITSENPDEGFKPSSGTVQELNFRSNKNVW.... The pIC50 is 6.7. (5) The compound is COc1cc2c(cc1OCc1ccccc1)CC(C(=O)O)N(C(=O)C(c1ccccc1)c1ccccc1)C2. The target protein (P50052) has sequence MKGNSTLATTSKNITSGLHFGLVNISGNNESTLNCSQKPSDKHLDAIPILYYIIFVIGFLVNIVVVTLFCCQKGPKKVSSIYIFNLAVADLLLLATLPLWATYYSYRYDWLFGPVMCKVFGSFLTLNMFASIFFITCMSVDRYQSVIYPFLSQRRNPWQASYIVPLVWCMACLSSLPTFYFRDVRTIEYLGVNACIMAFPPEKYAQWSAGIALMKNILGFIIPLIFIATCYFGIRKHLLKTNSYGKNRITRDQVLKMAAAVVLAFIICWLPFHVLTFLDALAWMGVINSCEVIAVIDLALPFAILLGFTNSCVNPFLYCFVGNRFQQKLRSVFRVPITWLQGKRESMSCRKSSSLREMETFVS. The pIC50 is 7.2. (6) The pIC50 is 3.3. The target protein (P39073) has sequence MYNGKDRAQNSYQPMYQRPMQVQGQQQAQSFVGKKNTIGSVHGKAPMLMANNDVFTIGPYRARKDRMRVSVLEKYEVIGYIAAGTYGKVYKAKRQINSGTNSANGSSLNGTNAKIPQFDSTQPKSSSSMDMQANTNALRRNLLKDEGVTPGRIRTTREDVSPHYNSQKQTLIKKPLTVFYAIKKFKTEKDGVEQLHYTGISQSACREMALCRELHNKHLTTLVEIFLERKCVHMVYEYAEHDLLQIIHFHSHPEKRMIPPRMVRSIMWQLLDGVSYLHQNWVLHRDLKPANIMVTIDGCVKIGDLGLARKFHNMLQTLYTGDKVVVTIWYRAPELLLGARHYTPAVDLWSVGCIFAELIGLQPIFKGEEAKLDSKKTVPFQVNQLQRILEVLGTPDQKIWPYLEKYPEYDQITKFPKYRDNLATWYHSAGGRDKHALSLLYHLLNYDPIKRIDAFNALEHKYFTESDIPVSENVFEGLTYKYPARRIHTNDNDIMNLGSR.... The drug is CC(C)n1cnc2c(N(C)c3cccc(Cl)c3)nc(NCCO)nc21. (7) The drug is CC(C(=O)N[C@H]1C2CC3CC1C[C@](O)(C3)C2)N1CC(Oc2ccccc2F)C1. The target protein (P50233) has sequence MERWPWPSGGAWLLVAARALLQLLRSDLRLGRPLLAALALLAALDWLCQRLLPPPAALVVLAGAGWIALSRLARPPRLPVATRAVLITGCDTGFGKETAKKLDAMGFTVLATVLDLNGPGALELRARCSPRLKLLQMDLTKPEDISRVLEITKAHTASTGLWGLVNNAGLNMVVADVELSPVVTFRECMEVNFFGALELTKGLLPLLRHSRGRIVTVGSPAGDMPYPCLAAYGTSKAAIALLMDTFSCELLPWGIKVSIIQPGCFKTEAVTNVNLWEKRKQLLLANLPRELLQAYGEDYIEHLHGQFLNSLRMALPDLSPVVDAIIDALLAAQPRSRYYTGRGLGLMYFIHHYLPGGLRRRFLQNFFISHLLPRALRPGQPGPVHDTTQDPNPSPTVSAL. The pIC50 is 4.0. (8) The compound is COc1cc2ncnc(Nc3ccc(F)c(Cl)c3)c2cc1OCCCN1CCOCC1. The target protein sequence is MGDPAPARSLDDIDLSALRDPAGIFELVEVVGNGTYGQVYKGRHVKTGQLAAIKVMDVTEDEEEEIKQEINMLKKYSHHRNIATYYGAFIKKSPPGNDDQLWLVMEFCGAGSVTDLVKNTKGNALKEDCIAYICREILRGLAHLHAHKVIHRDIKGQNVLLTENAEVKLVDFGVSAQLDRTVGRRNTFIGTPYWMAPEVIACDENPDATYDYRSDIWSLGITAIEMAEGAPPLCDMHPMRALFLIPRNPPPRLKSKKWSKKFIDFIDTCLIKTYLSRPPTEQLLKFPFIRDQPTERQVRIQLKDHIDRSRKKRGEKEETEYEYSGSEEEDDSHGEEGEPSSIMNVPGESTLRREFLRLQQENKSNSEALKQQQQLQQQQQRDPEAHIKHLLHQRQRRIEEQKEERRRVEEQQRREREQRKLQEKEQQRRLEDMQALRREEERRQAEREQEYKRKQLEEQRQSERLQRQLQQEHAYLKSLQQQQQQQQLQKQQQQQLLPGD.... The pIC50 is 4.8. (9) The compound is CC(C)(C)OC(=O)n1c(C[C@@H]2N=C(c3ccccc3)c3ccccc3N(CCCCC(=O)O)C2=O)cc2ccccc21. The target protein sequence is MSVGIVYGDQYRQLCCSSPKFGDRYALVMDLINAYKLIPELSRVPPLQWDSPSRMYEAVTAFHSTEYVDALKKLQMLHCEEKELTADDELLMDSFSLNYDCPGFPSVFDYSLAAVQGSLAAASALICRHCEVVINWGGGWHHAKRSEASGFCYLNDIVLAIHRLVSSTPPETSPNRQTRVLYVDLDLHHGDGVEEAFWYSPRVVTFSVHHASPGFFPGTGTWNMVDNDKLPIFLNGAGRGRFSAFNLPLEEGINDLDWSNAIGPILDSLNIVIQPSYVVVQCGADCLATDPHRIFRLTNFYPNLNLDSDCDSECSLSGYLYAIKKILSWKVPTLILGGGGYNFPDTARLWTRVTALTIEEVKGKKMTISPEIPEHSYFSRYGPDFELDIDYFPHESHNKTLDSIQKHHRRILEQLRNYADLNKLIYDYDQVYQLYNLTGM. The pIC50 is 4.5. (10) The drug is CCCCc1nn(-c2ccccc2Cl)c(C(=O)OCC)c1Cc1ccc(-c2ccccc2-c2nnn[nH]2)cc1. The target protein (P25910) has sequence MKTVFILISMLFPVAVMAQKSVKISDDISITQLSDKVYTYVSLAEIEGWGMVPSNGMIVINNHQAALLDTPINDAQTEMLVNWVTDSLHAKVTTFIPNHWHGDCIGGLGYLQRKGVQSYANQMTIDLAKEKGLPVPEHGFTDSLTVSLDGMPLQCYYLGGGHATDNIVVWLPTENILFGGCMLKDNQATSIGNISDADVTAWPKTLDKVKAKFPSARYVVPGHGDYGGTELIEHTKQIVNQYIESTSKP. The pIC50 is 3.8.